Predict the reaction yield, written as a fraction of the theoretical maximum amount of product (1.0 means a 100% yield; for example, 0.34 means a 34% yield). From a dataset of Reaction yield outcomes from USPTO patents with 853,638 reactions. The reactants are [C:1]1([CH2:7][O:8][C:9]([N:11]2[CH2:15][CH2:14][CH:13]([C:16]([OH:18])=[O:17])[NH:12]2)=[O:10])[CH:6]=[CH:5][CH:4]=[CH:3][CH:2]=1.CCN(C(C)C)C(C)C.[CH:28]([N:30]([CH2:39][C@@H:40]([CH2:44][CH2:45][CH2:46][CH3:47])[C:41](F)=[O:42])[O:31][CH2:32][C:33]1[CH:38]=[CH:37][CH:36]=[CH:35][CH:34]=1)=[O:29]. The yield is 0.320. The catalyst is CN(C=O)C.C(OCC)(=O)C. The product is [CH:28]([N:30]([CH2:39][C@@H:40]([CH2:44][CH2:45][CH2:46][CH3:47])[C:41]([N:12]1[C@H:13]([C:16]([OH:18])=[O:17])[CH2:14][CH2:15][N:11]1[C:9]([O:8][CH2:7][C:1]1[CH:6]=[CH:5][CH:4]=[CH:3][CH:2]=1)=[O:10])=[O:42])[O:31][CH2:32][C:33]1[CH:34]=[CH:35][CH:36]=[CH:37][CH:38]=1)=[O:29].